Task: Predict the reactants needed to synthesize the given product.. Dataset: Full USPTO retrosynthesis dataset with 1.9M reactions from patents (1976-2016) (1) Given the product [Cl:8][C:9]1[CH:14]=[CH:13][CH:12]=[CH:11][C:10]=1[S:15]([NH:33][C@H:27]1[C:26]2[C:30](=[CH:31][CH:32]=[C:24]([C:22]([O:21][CH3:20])=[O:23])[CH:25]=2)[CH2:29][CH2:28]1)(=[O:17])=[O:16], predict the reactants needed to synthesize it. The reactants are: C(N(CC)CC)C.[Cl:8][C:9]1[CH:14]=[CH:13][CH:12]=[CH:11][C:10]=1[S:15](Cl)(=[O:17])=[O:16].Cl.[CH3:20][O:21][C:22]([C:24]1[CH:25]=[C:26]2[C:30](=[CH:31][CH:32]=1)[CH2:29][CH2:28][C@H:27]2[NH2:33])=[O:23]. (2) Given the product [Cl:21][C:16]1[CH:15]=[C:14]([CH:6]2[CH:7]([C:8]3[CH:13]=[CH:12][N:11]=[CH:10][CH:9]=3)[NH:25][NH:24][C:5]2=[O:22])[CH:19]=[CH:18][C:17]=1[Cl:20], predict the reactants needed to synthesize it. The reactants are: C(OC(=O)[C:5](=[O:22])[C:6]([C:14]1[CH:19]=[CH:18][C:17]([Cl:20])=[C:16]([Cl:21])[CH:15]=1)=[CH:7][C:8]1[CH:13]=[CH:12][N:11]=[CH:10][CH:9]=1)C.[NH2:24][NH2:25]. (3) Given the product [Br:25][C:2]1[C:11]2[CH:10]=[C:9]([O:12][CH3:13])[CH:8]=[CH:7][C:6]=2[N:5]=[C:4]2[C:14]3[C:19]([CH2:20][C:3]=12)=[CH:18][C:17]([O:21][CH3:22])=[CH:16][CH:15]=3, predict the reactants needed to synthesize it. The reactants are: Cl[C:2]1[C:11]2[CH:10]=[C:9]([O:12][CH3:13])[CH:8]=[CH:7][C:6]=2[N:5]=[C:4]2[C:14]3[C:19]([CH2:20][C:3]=12)=[CH:18][C:17]([O:21][CH3:22])=[CH:16][CH:15]=3.P(Br)(Br)([Br:25])=O. (4) Given the product [CH3:38][N:39]([CH3:45])[C@@H:40]1[CH2:44][CH2:43][N:42]([C:21]2[N:20]=[C:19]([O:18][C:11]3[C:12]4[C:17](=[CH:16][CH:15]=[CH:14][CH:13]=4)[C:8]([NH:7][C:5](=[O:6])[C:4]4[CH:29]=[C:30]([N:32]5[CH2:37][CH2:36][O:35][CH2:34][CH2:33]5)[CH:31]=[C:2]([F:1])[CH:3]=4)=[CH:9][CH:10]=3)[CH:24]=[CH:23][N:22]=2)[CH2:41]1, predict the reactants needed to synthesize it. The reactants are: [F:1][C:2]1[CH:3]=[C:4]([CH:29]=[C:30]([N:32]2[CH2:37][CH2:36][O:35][CH2:34][CH2:33]2)[CH:31]=1)[C:5]([NH:7][C:8]1[C:17]2[C:12](=[CH:13][CH:14]=[CH:15][CH:16]=2)[C:11]([O:18][C:19]2[CH:24]=[CH:23][N:22]=[C:21](S(C)(=O)=O)[N:20]=2)=[CH:10][CH:9]=1)=[O:6].[CH3:38][N:39]([CH3:45])[C@@H:40]1[CH2:44][CH2:43][NH:42][CH2:41]1. (5) Given the product [O:21]=[C:15]1[CH:14]([N:8]2[C:7](=[O:22])[C:6]3[C:10](=[CH:11][CH:12]=[C:4]([CH2:3][NH:2][C:28]([C:24]4[O:23][CH:27]=[CH:26][CH:25]=4)=[O:29])[CH:5]=3)[C:9]2=[O:13])[CH2:19][CH2:18][C:17](=[O:20])[NH:16]1, predict the reactants needed to synthesize it. The reactants are: Cl.[NH2:2][CH2:3][C:4]1[CH:5]=[C:6]2[C:10](=[CH:11][CH:12]=1)[C:9](=[O:13])[N:8]([CH:14]1[CH2:19][CH2:18][C:17](=[O:20])[NH:16][C:15]1=[O:21])[C:7]2=[O:22].[O:23]1[CH:27]=[CH:26][CH:25]=[C:24]1[C:28](Cl)=[O:29].CCN(C(C)C)C(C)C. (6) Given the product [OH:23]/[N:22]=[CH:1]/[C@@H:3]1[N:8]2[CH2:9][CH2:10][N:11]([C:13]3[C:14]([C:19]#[N:20])=[N:15][CH:16]=[CH:17][N:18]=3)[CH2:12][C@@H:7]2[CH2:6][CH2:5][CH2:4]1, predict the reactants needed to synthesize it. The reactants are: [CH:1]([C@@H:3]1[N:8]2[CH2:9][CH2:10][N:11]([C:13]3[C:14]([C:19]#[N:20])=[N:15][CH:16]=[CH:17][N:18]=3)[CH2:12][C@@H:7]2[CH2:6][CH2:5][CH2:4]1)=O.Cl.[NH2:22][OH:23].C([O-])(=O)C.[Na+].